Binary Classification. Given a miRNA mature sequence and a target amino acid sequence, predict their likelihood of interaction. From a dataset of Experimentally validated miRNA-target interactions with 360,000+ pairs, plus equal number of negative samples. (1) The miRNA is hsa-miR-3147 with sequence GGUUGGGCAGUGAGGAGGGUGUGA. The protein sequence of the target gene is MSALQIQNVNWQVPMNRRAHHTDKFSSQDSIVRRGQPWEIILVCNRSLESGEDLNFIVSTGPQPSESARTKAVFSISGRSTGGWNAALKANSGNNLAIAIASPVSAPIGLYTLSVEISSRGRASSLKLGTFIMLFNPWLQADDVFMSNHAERQEYVEEDSGIIYVGSTNRIGMVGWNFGQFEEDILNISLSILDRSLNFRRDPVTDVARRNDPKYVCRVLSAMINGNDDNGVISGNWSGNYTGGVDPRTWNGSVEILKNWKKSGFRPVQFGQCWVFAGTLNTVLRCLGVPSRVITNFNSA.... Result: 0 (no interaction). (2) The miRNA is hsa-miR-3678-3p with sequence CUGCAGAGUUUGUACGGACCGG. The protein sequence of the target gene is MGLRAGRLASPSRGVLQLLRLPLLLLLLLSSGARGAAAQGDTEVPTLYLWKTGPWGRCMGDDCGPGGIQTRAVWCAHVEGWTTLHTNCKQAVRPSNQQNCFKVCDWHKELYDWRLGTWDRCQPVISKSLEKSRECVKGEEGIQVREIMCIQKDKDIPAEDIICEYFEPKPLLEQACLIPCQKDCIVSEFSPWSECSRTCGSGLQHRTRHVVAPPQYGGSGCPNLTEFQVCQSNPCEEDESLYSLQVGPWSACSVPHTRQARQARRRGKNKEREKERGKAVKDPEARELIKKKRNRNRQNR.... Result: 0 (no interaction). (3) The miRNA is mmu-miR-139-5p with sequence UCUACAGUGCACGUGUCUCCAG. The protein sequence of the target gene is MAATAREDGVRNLAQGPRGCEHYDRACLLKAPCCDKLYTCRLCHDTNEDHQLDRFKVKEVQCINCEKLQHAQQTCEDCSTLFGEYYCSICHLFDKDKRQYHCESCGICRIGPKEDFFHCLKCNLCLTTNLRGKHKCIENVSRQNCPICLEDIHTSRVVAHVLPCGHLLHRTCYEEMLKEGYRCPLCMHSALDMTRYWRQLDTEVAQTPMPSEYQNVTVDILCNDCNGRSTVQFHILGMKCKLCDSYNTAQAGGRRVPVDQQ. Result: 1 (interaction). (4) The miRNA is hsa-miR-1205 with sequence UCUGCAGGGUUUGCUUUGAG. The protein sequence of the target gene is MASGFKKPSAASTGQKRKVAPKPELTEDQKQEVREAFDLFDVDGSGTIDAKELKVAMRALGFEPRKEEMKKMISEVDREGTGKISFNDFLAVMTQKMSEKDTKEEILKAFRLFDDDETGKISFKNLKRVANELGENLTDEELQEMIDEADRDGDGEVNEEEFLRIMKKTSLY. Result: 0 (no interaction). (5) The miRNA is hsa-miR-4293 with sequence CAGCCUGACAGGAACAG. The protein sequence of the target gene is MGQKVTGGIKTVDMRDPTYRPLKQELQGLDYCKPTRLDLLLDMPPVSYDVQLLHSWNNNDRSLNVFVKEDDKLIFHRHPVAQSTDAIRGKVGYTRGLHVWQITWAMRQRGTHAVVGVATADAPLHSVGYTTLVGNNHESWGWDLGRNRLYHDGKNQPSKTYPAFLEPDETFIVPDSFLVALDMDDGTLSFIVDGQYMGVAFRGLKGKKLYPVVSAVWGHCEIRMRYLNGLDPEPLPLMDLCRRSVRLALGRERLGEIHTLPLPASLKAYLLYQ. Result: 0 (no interaction). (6) The miRNA is rno-miR-203a-3p with sequence GUGAAAUGUUUAGGACCACUAG. The protein sequence of the target gene is MEKNGNNRKLRVCVATCNRADYSKLAPIMFGIKTEPAFFELDVVVLGSHLIDDYGNTYRMIEQDDFDINTRLHTIVRGEDEAAMVESVGLALVKLPDVLNRLKPDIMIVHGDRFDALALATSAALMNIRILHIEGGEVSGTIDDSIRHAITKLAHYHVCCTRSAEQHLISMCEDHDRILLAGCPSYDKLLSAKNKDYMSIIRMWLGDDVKCKDYIVALQHPVTTDIKHSIKMFELTLDALISFNKRTLVLFPNIDAGSKEMVRVMRKKGIEHHPNFRAVKHVPFDQFIQLVAHAGCMIGN.... Result: 0 (no interaction). (7) The miRNA is hsa-miR-5007-3p with sequence AUCAUAUGAACCAAACUCUAAU. The protein sequence of the target gene is MTESTQLQTAENNNAGVVKMEPPPPATSSVSVSAAAAAHALSSLSSLTMAATGSALSPATPPPSLNLSHQQQQHQQHYALKWNDFQSSILSSFRHLRDEEDFVDVTLACDERSFTAHKVVLSACSPYFRRLLKANPCEHPIVILRDVRCDDVENLLSFMYNGEVNVSHEQLPDFLKTAHLLQIRGLADVNGGYPYSKALSAALSHNSSNNNNNNSSSNNSLSNNNNNNNNNAESSNHNKISSYLSPNQTSAACNNSSNSNSNNHSSSHNNSSSNNISGSLNSSLNSPFSAPQIPPPVTAS.... Result: 0 (no interaction).